This data is from Forward reaction prediction with 1.9M reactions from USPTO patents (1976-2016). The task is: Predict the product of the given reaction. Given the reactants C(O[C:9]([N:11](C)[CH2:12][CH2:13][C:14]1[CH:19]=[CH:18][C:17]([CH:20]([NH:24][C:25]2[CH:30]=[CH:29][CH:28]=[C:27]([C:31](=[O:33])[NH2:32])[CH:26]=2)[C:21]([OH:23])=[O:22])=[CH:16][CH:15]=1)=O)C1C=CC=CC=1, predict the reaction product. The product is: [C:31]([C:27]1[CH:26]=[C:25]([NH:24][CH:20]([C:17]2[CH:16]=[CH:15][C:14]([CH2:13][CH2:12][NH:11][CH3:9])=[CH:19][CH:18]=2)[C:21]([OH:23])=[O:22])[CH:30]=[CH:29][CH:28]=1)(=[O:33])[NH2:32].